From a dataset of Catalyst prediction with 721,799 reactions and 888 catalyst types from USPTO. Predict which catalyst facilitates the given reaction. (1) Reactant: Br[C:2]1[CH:10]=[CH:9][C:8]2[C:4](=[C:5]([CH3:14])[N:6]([CH:11]3[CH2:13][CH2:12]3)[N:7]=2)[CH:3]=1.[CH2:15]([O:22][C:23]1[CH:28]=[CH:27][NH:26][C:25](=[O:29])[CH:24]=1)[C:16]1[CH:21]=[CH:20][CH:19]=[CH:18][CH:17]=1.C(=O)([O-])[O-].[K+].[K+].CNCCNC.N. Product: [CH2:15]([O:22][C:23]1[CH:28]=[CH:27][N:26]([C:2]2[CH:10]=[CH:9][C:8]3[C:4](=[C:5]([CH3:14])[N:6]([CH:11]4[CH2:13][CH2:12]4)[N:7]=3)[CH:3]=2)[C:25](=[O:29])[CH:24]=1)[C:16]1[CH:17]=[CH:18][CH:19]=[CH:20][CH:21]=1. The catalyst class is: 156. (2) Reactant: [OH-].[Na+].C([O:5][C:6](=O)/[C:7](=[CH:24]/[C:25]1[CH:30]=[CH:29][C:28]([N:31]2[CH:35]=[C:34]([CH3:36])[N:33]=[CH:32]2)=[C:27]([O:37][CH3:38])[CH:26]=1)/[CH2:8][CH2:9][CH2:10][NH:11][CH:12]1[C:21]2[C:16](=[CH:17][CH:18]=[C:19]([O:22][CH3:23])[CH:20]=2)[CH2:15][CH2:14][CH2:13]1)C.Cl. Product: [CH3:38][O:37][C:27]1[CH:26]=[C:25]([CH:30]=[CH:29][C:28]=1[N:31]1[CH:35]=[C:34]([CH3:36])[N:33]=[CH:32]1)/[CH:24]=[C:7]1/[C:6](=[O:5])[N:11]([CH:12]2[C:21]3[C:16](=[CH:17][CH:18]=[C:19]([O:22][CH3:23])[CH:20]=3)[CH2:15][CH2:14][CH2:13]2)[CH2:10][CH2:9][CH2:8]/1. The catalyst class is: 8. (3) Product: [ClH:13].[NH2:1][CH:2]1[CH2:7][CH2:6][CH:5]([NH:8][S:10]([CH3:9])(=[O:12])=[O:11])[CH2:4][CH2:3]1. The catalyst class is: 2. Reactant: [NH2:1][C@H:2]1[CH2:7][CH2:6][C@H:5]([NH2:8])[CH2:4][CH2:3]1.[CH3:9][S:10]([Cl:13])(=[O:12])=[O:11]. (4) Reactant: C([O:8][C:9]1[CH:14]=[C:13]([F:15])[CH:12]=[CH:11][C:10]=1[NH:16][S:17]([C:20]1[CH:21]=[C:22]2[C:26](=[CH:27][CH:28]=1)[CH2:25][N:24]([C:29]([NH:31][C:32]1[CH:37]=[CH:36][C:35]([C:38]([CH3:41])([CH3:40])[CH3:39])=[CH:34][CH:33]=1)=[O:30])[CH2:23]2)(=[O:19])=[O:18])C1C=CC=CC=1. Product: [C:38]([C:35]1[CH:34]=[CH:33][C:32]([NH:31][C:29]([N:24]2[CH2:23][C:22]3[C:26](=[CH:27][CH:28]=[C:20]([S:17](=[O:18])(=[O:19])[NH:16][C:10]4[CH:11]=[CH:12][C:13]([F:15])=[CH:14][C:9]=4[OH:8])[CH:21]=3)[CH2:25]2)=[O:30])=[CH:37][CH:36]=1)([CH3:41])([CH3:39])[CH3:40]. The catalyst class is: 29. (5) Reactant: [C:1]1([CH2:7][CH2:8][CH2:9][C:10]2[O:14][N:13]=[C:12]([C:15]([O:17]CC)=[O:16])[CH:11]=2)[CH:6]=[CH:5][CH:4]=[CH:3][CH:2]=1.C(O)C.[OH-].[K+]. Product: [C:1]1([CH2:7][CH2:8][CH2:9][C:10]2[O:14][N:13]=[C:12]([C:15]([OH:17])=[O:16])[CH:11]=2)[CH:6]=[CH:5][CH:4]=[CH:3][CH:2]=1. The catalyst class is: 6. (6) Product: [Br:20][C:7]1[C:5]2[CH2:6][C@@H:2]([CH3:1])[O:3][C:4]=2[C:10]([NH2:11])=[CH:9][C:8]=1[CH3:12]. Reactant: [CH3:1][C@@H:2]1[CH2:6][C:5]2[CH:7]=[C:8]([CH3:12])[CH:9]=[C:10]([NH2:11])[C:4]=2[O:3]1.C1C(=O)N([Br:20])C(=O)C1. The catalyst class is: 3. (7) Reactant: Cl.[C:2]([NH2:10])(=[NH:9])[C:3]1[CH:8]=[CH:7][CH:6]=[CH:5][CH:4]=1.[C:11](OCC)(=[O:18])[CH2:12][C:13](OCC)=[O:14].C1CCN2C(=NCCC2)CC1. Product: [C:3]1([C:2]2[N:10]=[C:13]([OH:14])[CH:12]=[C:11]([OH:18])[N:9]=2)[CH:8]=[CH:7][CH:6]=[CH:5][CH:4]=1. The catalyst class is: 3. (8) Reactant: [Cl:1][C:2]1[C:3]2[C:10](I)=[CH:9][N:8](S(C3C=CC=CC=3)(=O)=O)[C:4]=2[N:5]=[CH:6][N:7]=1.[Cl:21][C:22]1[CH:27]=[CH:26][CH:25]=[CH:24][C:23]=1B(O)O.C([O-])([O-])=O.[Na+].[Na+]. Product: [Cl:1][C:2]1[C:3]2[C:10]([C:23]3[CH:24]=[CH:25][CH:26]=[CH:27][C:22]=3[Cl:21])=[CH:9][NH:8][C:4]=2[N:5]=[CH:6][N:7]=1. The catalyst class is: 70. (9) Reactant: [O:1]1[CH2:4][CH:3]([OH:5])[CH2:2]1.CC(C)([O-])C.[K+].Cl[C:13]1[N:17]([CH3:18])[N:16]=[C:15]([C:19]([F:22])([F:21])[F:20])[C:14]=1[CH:23]=[O:24]. The catalyst class is: 1. Product: [CH3:18][N:17]1[C:13]([O:5][CH:3]2[CH2:4][O:1][CH2:2]2)=[C:14]([CH:23]=[O:24])[C:15]([C:19]([F:20])([F:21])[F:22])=[N:16]1.